From a dataset of Full USPTO retrosynthesis dataset with 1.9M reactions from patents (1976-2016). Predict the reactants needed to synthesize the given product. Given the product [CH3:1][O:2][C:3]1[CH:4]=[C:5]([C:9]2[O:10][C:11]([CH3:17])=[CH:12][C:13]=2[C:14]([NH2:22])=[O:15])[CH:6]=[CH:7][CH:8]=1, predict the reactants needed to synthesize it. The reactants are: [CH3:1][O:2][C:3]1[CH:4]=[C:5]([C:9]2[O:10][C:11]([CH3:17])=[CH:12][C:13]=2[C:14](O)=[O:15])[CH:6]=[CH:7][CH:8]=1.O=S(Cl)Cl.[NH4+:22].[OH-].